This data is from Forward reaction prediction with 1.9M reactions from USPTO patents (1976-2016). The task is: Predict the product of the given reaction. (1) Given the reactants [H-].[Na+].[SH:3][CH2:4][C:5]([O:7][CH3:8])=[O:6].[H][H].[Br:11][C:12]1[C:13](F)=[C:14]([CH:17]=[CH:18][CH:19]=1)[CH:15]=O, predict the reaction product. The product is: [Br:11][C:12]1[C:13]2[S:3][C:4]([C:5]([O:7][CH3:8])=[O:6])=[CH:15][C:14]=2[CH:17]=[CH:18][CH:19]=1. (2) Given the reactants [NH2:1][C:2]1[C:21]([F:22])=[CH:20][C:19]([F:23])=[CH:18][C:3]=1[CH2:4][N:5]1[C:14]2[C:9](=[CH:10][CH:11]=[C:12](Br)[CH:13]=2)[C:8](=[O:16])[CH:7]=[C:6]1[CH3:17].[CH3:24][C:25]1[C:29](B(O)O)=[C:28]([CH3:33])[O:27][N:26]=1.C(=O)(O)[O-].[Na+].C1(P(C2C=CC=CC=2)C2C=CC=CC=2)C=CC=CC=1, predict the reaction product. The product is: [NH2:1][C:2]1[C:21]([F:22])=[CH:20][C:19]([F:23])=[CH:18][C:3]=1[CH2:4][N:5]1[C:14]2[C:9](=[CH:10][CH:11]=[C:12]([C:29]3[C:25]([CH3:24])=[N:26][O:27][C:28]=3[CH3:33])[CH:13]=2)[C:8](=[O:16])[CH:7]=[C:6]1[CH3:17].